From a dataset of Reaction yield outcomes from USPTO patents with 853,638 reactions. Predict the reaction yield, written as a fraction of the theoretical maximum amount of product (1.0 means a 100% yield; for example, 0.34 means a 34% yield). (1) The reactants are [Cl:1][C:2]1[CH:11]=[CH:10][C:9]2[NH:8][C:7](=O)[C:6]3[N:13]=[CH:14][N:15]([CH3:16])[C:5]=3[C:4]=2[CH:3]=1.O=P(Cl)(Cl)[Cl:19]. No catalyst specified. The product is [Cl:19][C:7]1[C:6]2[N:13]=[CH:14][N:15]([CH3:16])[C:5]=2[C:4]2[CH:3]=[C:2]([Cl:1])[CH:11]=[CH:10][C:9]=2[N:8]=1. The yield is 0.560. (2) The yield is 0.970. The product is [NH2:30][CH:1]([C:4]1[C:5]([O:23][CH3:24])=[C:6]([CH:12]2[CH2:15][N:14]([C:16]([O:18][C:19]([CH3:22])([CH3:21])[CH3:20])=[O:17])[CH2:13]2)[C:7]([Cl:11])=[C:8]([Cl:10])[CH:9]=1)[CH3:2]. The catalyst is CC(C)[O-].CC(C)[O-].CC(C)[O-].CC(C)[O-].[Ti+4]. The reactants are [C:1]([C:4]1[C:5]([O:23][CH3:24])=[C:6]([CH:12]2[CH2:15][N:14]([C:16]([O:18][C:19]([CH3:22])([CH3:21])[CH3:20])=[O:17])[CH2:13]2)[C:7]([Cl:11])=[C:8]([Cl:10])[CH:9]=1)(=O)[CH3:2].C(O)C.[BH4-].[Na+].[NH3:30]. (3) The reactants are Cl[C:2]1[CH:7]=[C:6]([Cl:8])[N:5]=[CH:4][N:3]=1.[Cl:9][C:10]1[N:11]=[CH:12][NH:13][CH:14]=1.C(=O)([O-])[O-].[Cs+].[Cs+].O. The catalyst is CN(C=O)C. The product is [Cl:8][C:6]1[CH:7]=[C:2]([N:13]2[CH:14]=[C:10]([Cl:9])[N:11]=[CH:12]2)[N:3]=[CH:4][N:5]=1. The yield is 0.546.